From a dataset of Full USPTO retrosynthesis dataset with 1.9M reactions from patents (1976-2016). Predict the reactants needed to synthesize the given product. (1) Given the product [Br:1][C:2]1[CH:3]=[C:4]([CH3:10])[C:5]([CH2:8][NH:22][CH2:21][C:14]2[CH:15]=[CH:16][C:17]([O:19][CH3:20])=[CH:18][C:13]=2[O:12][CH3:11])=[N:6][CH:7]=1, predict the reactants needed to synthesize it. The reactants are: [Br:1][C:2]1[CH:3]=[C:4]([CH3:10])[C:5]([CH:8]=O)=[N:6][CH:7]=1.[CH3:11][O:12][C:13]1[CH:18]=[C:17]([O:19][CH3:20])[CH:16]=[CH:15][C:14]=1[CH2:21][NH2:22].C(O)(=O)C.[BH-](OC(C)=O)(OC(C)=O)OC(C)=O.[Na+]. (2) The reactants are: CC(OI1(OC(C)=O)(OC(C)=O)OC(=O)C2C=CC=CC1=2)=O.[OH:23][CH:24]([C:34]1[CH:41]=[CH:40][C:37]([CH2:38][OH:39])=[CH:36][C:35]=1[CH3:42])[CH2:25][CH2:26][CH2:27][CH2:28][CH2:29][CH2:30][CH2:31][CH2:32][CH3:33]. Given the product [CH3:42][C:35]1[CH:36]=[C:37]([CH:40]=[CH:41][C:34]=1[C:24](=[O:23])[CH2:25][CH2:26][CH2:27][CH2:28][CH2:29][CH2:30][CH2:31][CH2:32][CH3:33])[CH:38]=[O:39], predict the reactants needed to synthesize it.